From a dataset of Forward reaction prediction with 1.9M reactions from USPTO patents (1976-2016). Predict the product of the given reaction. (1) Given the reactants [O-:1][C:2]#N.[K+].C(OC([N:12]1[CH2:17][CH2:16][C:15]([C:26]#[N:27])([NH:18][C:19]2[CH:24]=[CH:23][C:22]([CH3:25])=[CH:21][CH:20]=2)[CH2:14][CH2:13]1)=O)(C)(C)C.Cl.[OH2:29], predict the reaction product. The product is: [C:22]1([CH3:25])[CH:21]=[CH:20][C:19]([N:18]2[C:15]3([CH2:14][CH2:13][NH:12][CH2:17][CH2:16]3)[C:26](=[O:29])[NH:27][C:2]2=[O:1])=[CH:24][CH:23]=1. (2) The product is: [F:1][C:2]1[CH:3]=[CH:4][C:5]([O:33][CH3:34])=[C:6]([C:8]([CH3:31])([CH3:32])[CH2:9][C:10]([OH:30])([C:26]([F:28])([F:27])[F:29])[CH2:11][NH:12][C:13]2[CH:22]=[CH:21][CH:20]=[C:19]3[C:14]=2[CH:15]=[CH:16][C:17]([C:23]([NH2:25])=[O:24])=[N:18]3)[CH:7]=1. Given the reactants [F:1][C:2]1[CH:3]=[CH:4][C:5]([O:33][CH3:34])=[C:6]([C:8]([CH3:32])([CH3:31])[CH2:9][C:10]([OH:30])([C:26]([F:29])([F:28])[F:27])[CH:11]=[N:12][C:13]2[CH:22]=[CH:21][CH:20]=[C:19]3[C:14]=2[CH:15]=[CH:16][C:17]([C:23]([NH2:25])=[O:24])=[N:18]3)[CH:7]=1.[BH4-].[Na+], predict the reaction product. (3) Given the reactants [CH2:1]([O:8][C:9](=[O:41])[NH:10][C@H:11]([C:15]1[CH:20]=[C:19]([C:21]2[N:25]([CH2:26][O:27][CH2:28][CH2:29][Si:30]([CH3:33])([CH3:32])[CH3:31])[N:24]=[CH:23][C:22]=2[NH:34][C:35](=[O:40])[C@H:36]([CH3:39])[CH:37]=C)[CH:18]=[CH:17][N:16]=1)[CH2:12][CH:13]=C)[C:2]1[CH:7]=[CH:6][CH:5]=[CH:4][CH:3]=1, predict the reaction product. The product is: [CH3:39][C@H:36]1[C:35](=[O:40])[NH:34][C:22]2[CH:23]=[N:24][N:25]([CH2:26][O:27][CH2:28][CH2:29][Si:30]([CH3:33])([CH3:31])[CH3:32])[C:21]=2[C:19]2[CH:18]=[CH:17][N:16]=[C:15]([CH:20]=2)[C@@H:11]([NH:10][C:9](=[O:41])[O:8][CH2:1][C:2]2[CH:3]=[CH:4][CH:5]=[CH:6][CH:7]=2)[CH2:12][CH:13]=[CH:37]1. (4) Given the reactants C[Si](C)(C)CCOC[N:7]1[C:11]2[CH:12]=[CH:13][CH:14]=[CH:15][C:10]=2[N:9]=[C:8]1[CH2:16][N:17]([CH:23]1[C:32]2[N:31]=[CH:30][CH:29]=[CH:28][C:27]=2[CH2:26][CH2:25][CH2:24]1)[CH2:18][CH2:19][CH2:20][CH2:21][NH2:22].FC(F)(F)C(O)=O, predict the reaction product. The product is: [NH:7]1[C:11]2[CH:12]=[CH:13][CH:14]=[CH:15][C:10]=2[N:9]=[C:8]1[CH2:16][N:17]([CH:23]1[C:32]2[N:31]=[CH:30][CH:29]=[CH:28][C:27]=2[CH2:26][CH2:25][CH2:24]1)[CH2:18][CH2:19][CH2:20][CH2:21][NH2:22]. (5) Given the reactants [CH2:1]([Si:5](Cl)(C)[CH3:6])CCC.CCN([CH:15]([CH3:17])[CH3:16])C(C)C.[OH:18][C:19]1[CH:28]=[CH:27][C:22]2[C:23](=[O:26])[CH2:24][O:25][C:21]=2[CH:20]=1.O.[CH3:30]N(C=O)C, predict the reaction product. The product is: [C:15]([Si:5]([CH3:6])([CH3:1])[O:18][C:19]1[CH:28]=[CH:27][C:22]2[C:23](=[O:26])[CH2:24][O:25][C:21]=2[CH:20]=1)([CH3:17])([CH3:30])[CH3:16]. (6) Given the reactants [CH3:1][C:2]1([CH3:19])[C:10]2[C:5](=[CH:6][C:7]([N+:15]([O-:17])=[O:16])=[C:8]([NH:11]C(=O)C)[CH:9]=2)[NH:4][C:3]1=[O:18].Br[CH2:21][C:22]#[CH:23].C([O-])([O-])=O.[K+].[K+].C1CCN2C(=NCCC2)CC1, predict the reaction product. The product is: [NH2:11][C:8]1[CH:9]=[C:10]2[C:5](=[CH:6][C:7]=1[N+:15]([O-:17])=[O:16])[N:4]([CH2:23][C:22]#[CH:21])[C:3](=[O:18])[C:2]2([CH3:1])[CH3:19].